The task is: Predict the reactants needed to synthesize the given product.. This data is from Full USPTO retrosynthesis dataset with 1.9M reactions from patents (1976-2016). (1) Given the product [CH3:17][C:11]1([CH3:18])[CH:10]=[CH:9][C:8]2[C:7]([C:21]#[N:22])=[CH:16][CH:15]=[CH:14][C:13]=2[O:12]1, predict the reactants needed to synthesize it. The reactants are: FC(F)(F)S(O[C:7]1[CH:16]=[CH:15][CH:14]=[C:13]2[C:8]=1[CH:9]=[CH:10][C:11]([CH3:18])([CH3:17])[O:12]2)(=O)=O.[CH3:21][N:22]1C(=O)CCC1.O. (2) Given the product [CH:1]1([CH2:7][O:8][C:9]2[C:10]3[N:11]([C:17]([C:18]([O:20][CH2:21][CH3:22])=[O:19])=[C:23]([CH3:25])[N:15]=3)[CH:12]=[CH:13][CH:14]=2)[CH2:2][CH2:3][CH2:4][CH2:5][CH2:6]1, predict the reactants needed to synthesize it. The reactants are: [CH:1]1([CH2:7][O:8][C:9]2[C:10]([NH2:15])=[N:11][CH:12]=[CH:13][CH:14]=2)[CH2:6][CH2:5][CH2:4][CH2:3][CH2:2]1.Cl[CH:17]([C:23]([CH3:25])=O)[C:18]([O:20][CH2:21][CH3:22])=[O:19]. (3) Given the product [F:1][C:2]1[CH:3]=[CH:4][C:5]([CH2:6][O:7][C:8]2[CH:31]=[CH:30][C:11]3[C:12]([CH2:15][CH2:16][CH:17]4[CH2:18][CH2:19][NH:20][CH2:21][CH2:22]4)=[N:13][O:14][C:10]=3[C:9]=2[CH2:32][OH:33])=[CH:34][CH:35]=1, predict the reactants needed to synthesize it. The reactants are: [F:1][C:2]1[CH:35]=[CH:34][C:5]([CH2:6][O:7][C:8]2[CH:31]=[CH:30][C:11]3[C:12]([CH2:15][CH2:16][CH:17]4[CH2:22][CH2:21][N:20](C(OC(C)(C)C)=O)[CH2:19][CH2:18]4)=[N:13][O:14][C:10]=3[C:9]=2[CH2:32][OH:33])=[CH:4][CH:3]=1.CS(O)(=O)=O. (4) Given the product [C:14]([OH:16])(=[O:15])/[CH:13]=[CH:2]/[C:3]1[CH:11]=[CH:10][C:8]([OH:9])=[C:5]([O:6][CH3:7])[CH:4]=1, predict the reactants needed to synthesize it. The reactants are: O=[CH:2][C:3]1[CH:11]=[CH:10][C:8]([OH:9])=[C:5]([O:6][CH3:7])[CH:4]=1.C(O)(=O)[CH2:13][C:14]([OH:16])=[O:15].N1CCCCC1.C(O)(=O)C. (5) Given the product [C:21]([O:25][C:26]([N:28]1[C:32]([NH:33][C:13](=[O:15])/[C:12](/[C:4]2[CH:5]=[CH:6][C:7]([S:8]([CH3:11])(=[O:9])=[O:10])=[C:2]([Cl:1])[CH:3]=2)=[N:16]/[O:17][CH:18]([CH3:20])[CH3:19])=[CH:31][CH:30]=[N:29]1)=[O:27])([CH3:24])([CH3:22])[CH3:23], predict the reactants needed to synthesize it. The reactants are: [Cl:1][C:2]1[CH:3]=[C:4](/[C:12](=[N:16]\[O:17][CH:18]([CH3:20])[CH3:19])/[C:13]([OH:15])=O)[CH:5]=[CH:6][C:7]=1[S:8]([CH3:11])(=[O:10])=[O:9].[C:21]([O:25][C:26]([N:28]1[C:32]([NH2:33])=[CH:31][CH:30]=[N:29]1)=[O:27])([CH3:24])([CH3:23])[CH3:22].C(N(CC)C(C)C)(C)C. (6) Given the product [C:1]12([CH2:11][NH:20][CH2:19][CH2:18][C:16]3[NH:15][CH:14]=[N:13][CH:17]=3)[CH2:10][CH:5]3[CH2:6][CH:7]([CH2:9][CH:3]([CH2:4]3)[CH2:2]1)[CH2:8]2, predict the reactants needed to synthesize it. The reactants are: [C:1]12([CH:11]=O)[CH2:10][CH:5]3[CH2:6][CH:7]([CH2:9][CH:3]([CH2:4]3)[CH2:2]1)[CH2:8]2.[N:13]1[CH:17]=[C:16]([CH2:18][CH2:19][NH2:20])[NH:15][CH:14]=1. (7) Given the product [NH2:18][C:19]1[CH:24]=[CH:23][C:22]([O:25][C:31]2[CH:30]=[CH:29][N:28]=[C:27]([Cl:26])[CH:32]=2)=[CH:21][CH:20]=1, predict the reactants needed to synthesize it. The reactants are: NC1C=C(C=CC=1)OC1C=CN=C(C(N)=O)C=1.[NH2:18][C:19]1[CH:24]=[CH:23][C:22]([OH:25])=[CH:21][CH:20]=1.[Cl:26][C:27]1[CH:32]=[C:31](Cl)[CH:30]=[CH:29][N:28]=1. (8) The reactants are: [C:1]([C:5]1[N:6]=[C:7]([CH:10](O)[CH2:11][C:12]2[CH:17]=[CH:16][N:15]=[C:14]([NH:18][C:19](=[O:25])[O:20][C:21]([CH3:24])([CH3:23])[CH3:22])[CH:13]=2)[S:8][CH:9]=1)([CH3:4])([CH3:3])[CH3:2].C(N(CC)CC)C.CS(Cl)(=O)=O.N12CCCN=C1CCCCC2. Given the product [C:1]([C:5]1[N:6]=[C:7](/[CH:10]=[CH:11]/[C:12]2[CH:17]=[CH:16][N:15]=[C:14]([NH:18][C:19](=[O:25])[O:20][C:21]([CH3:24])([CH3:23])[CH3:22])[CH:13]=2)[S:8][CH:9]=1)([CH3:4])([CH3:2])[CH3:3], predict the reactants needed to synthesize it.